From a dataset of Forward reaction prediction with 1.9M reactions from USPTO patents (1976-2016). Predict the product of the given reaction. (1) Given the reactants [NH2:1][CH2:2][CH2:3][N:4]1[CH:8]=[CH:7][C:6]([NH:9][C:10]([C:23]2[CH:28]=[CH:27][CH:26]=[CH:25][CH:24]=2)([C:17]2[CH:22]=[CH:21][CH:20]=[CH:19][CH:18]=2)[C:11]2[CH:16]=[CH:15][CH:14]=[CH:13][CH:12]=2)=[N:5]1.Cl[C:30]1[CH:35]=[CH:34][C:33]([N+:36]([O-:38])=[O:37])=[CH:32][N:31]=1.C(N(CC)CC)C, predict the reaction product. The product is: [N+:36]([C:33]1[CH:34]=[CH:35][C:30]([NH:1][CH2:2][CH2:3][N:4]2[CH:8]=[CH:7][C:6]([NH:9][C:10]([C:23]3[CH:28]=[CH:27][CH:26]=[CH:25][CH:24]=3)([C:17]3[CH:18]=[CH:19][CH:20]=[CH:21][CH:22]=3)[C:11]3[CH:16]=[CH:15][CH:14]=[CH:13][CH:12]=3)=[N:5]2)=[N:31][CH:32]=1)([O-:38])=[O:37]. (2) Given the reactants [OH:1][C:2]1[CH:7]=[CH:6][C:5]([N+:8]([O-:10])=[O:9])=[CH:4][C:3]=1[C:11]([N:13]1[CH2:18][CH2:17][N:16]([C:19]2[CH:24]=[CH:23][C:22]([C:25]([F:28])([F:27])[F:26])=[CH:21][CH:20]=2)[CH2:15][CH2:14]1)=[O:12].C(=O)([O-])[O-].[K+].[K+].Br[CH2:36][CH2:37][CH2:38][CH3:39], predict the reaction product. The product is: [CH2:36]([O:1][C:2]1[CH:7]=[CH:6][C:5]([N+:8]([O-:10])=[O:9])=[CH:4][C:3]=1[C:11]([N:13]1[CH2:18][CH2:17][N:16]([C:19]2[CH:24]=[CH:23][C:22]([C:25]([F:28])([F:27])[F:26])=[CH:21][CH:20]=2)[CH2:15][CH2:14]1)=[O:12])[CH2:37][CH2:38][CH3:39]. (3) Given the reactants [F:1][C:2]1[CH:7]=[C:6]([F:8])[CH:5]=[CH:4][C:3]=1[C:9]1([C:12]([F:21])([F:20])[C:13]2[N:18]=[CH:17][C:16]([OH:19])=[CH:15][CH:14]=2)[CH2:11][O:10]1.C([O-])([O-])=O.[K+].[K+].FC(F)(F)S(O[CH2:34][C:35]([F:38])([F:37])[F:36])(=O)=O, predict the reaction product. The product is: [F:1][C:2]1[CH:7]=[C:6]([F:8])[CH:5]=[CH:4][C:3]=1[C:9]1([C:12]([F:20])([F:21])[C:13]2[CH:14]=[CH:15][C:16]([O:19][CH2:34][C:35]([F:38])([F:37])[F:36])=[CH:17][N:18]=2)[CH2:11][O:10]1. (4) Given the reactants Br[C:2]1[CH:10]=[C:9]2[C:5]([C:6]([CH3:16])([CH3:15])[C:7](=[O:14])[N:8]2[CH:11]2[CH2:13][CH2:12]2)=[CH:4][CH:3]=1.C(N(CC)CC)C.[C:24]([O:27][CH2:28]C)(=[O:26])C, predict the reaction product. The product is: [CH:11]1([N:8]2[C:9]3[C:5](=[CH:4][CH:3]=[C:2]([C:24]([O:27][CH3:28])=[O:26])[CH:10]=3)[C:6]([CH3:16])([CH3:15])[C:7]2=[O:14])[CH2:13][CH2:12]1. (5) Given the reactants [CH2:1]([O:3][C:4](=[O:16])[C:5]([CH2:11][C:12]([F:15])([F:14])[F:13])=[CH:6][C:7]([F:10])([F:9])[F:8])[CH3:2], predict the reaction product. The product is: [CH2:1]([O:3][C:4](=[O:16])[CH:5]([CH2:11][C:12]([F:13])([F:14])[F:15])[CH2:6][C:7]([F:8])([F:10])[F:9])[CH3:2]. (6) Given the reactants [C:1]([N:3]1[CH2:8][CH2:7][CH:6]([N:9]([CH:23]2[CH2:25][CH2:24]2)[C:10](=[O:22])[C:11]2[CH:16]=[CH:15][C:14]([C:17]3[O:21][CH:20]=[N:19][CH:18]=3)=[CH:13][CH:12]=2)[CH2:5][CH2:4]1)#[N:2].[OH:26][NH:27][C:28]([C:30]1[CH:35]=[CH:34][CH:33]=[CH:32][N:31]=1)=N, predict the reaction product. The product is: [CH:23]1([N:9]([CH:6]2[CH2:5][CH2:4][N:3]([C:1]3[O:26][N:27]=[C:28]([C:30]4[CH:35]=[CH:34][CH:33]=[CH:32][N:31]=4)[N:2]=3)[CH2:8][CH2:7]2)[C:10](=[O:22])[C:11]2[CH:12]=[CH:13][C:14]([C:17]3[O:21][CH:20]=[N:19][CH:18]=3)=[CH:15][CH:16]=2)[CH2:25][CH2:24]1. (7) Given the reactants [CH3:1][N:2]([CH3:22])[C:3]([S:5][C:6]1[CH:7]=[C:8]([CH:13]=[C:14]([S:16][C:17](=[O:21])[N:18]([CH3:20])[CH3:19])[CH:15]=1)[C:9]([O:11]C)=[O:10])=[O:4].[OH-].[Na+], predict the reaction product. The product is: [CH3:1][N:2]([CH3:22])[C:3]([S:5][C:6]1[CH:7]=[C:8]([CH:13]=[C:14]([S:16][C:17](=[O:21])[N:18]([CH3:20])[CH3:19])[CH:15]=1)[C:9]([OH:11])=[O:10])=[O:4]. (8) Given the reactants [N:1]12[CH2:8][CH2:7][CH:4]([CH2:5][CH2:6]1)[CH:3]([NH2:9])[CH2:2]2.[CH2:10]([C:12]1[C:20]2[C:19]([C:21](O)=[O:22])=[CH:18][C:17]([C:24]3[CH:29]=[CH:28][C:27]([OH:30])=[CH:26][CH:25]=3)=[N:16][C:15]=2[NH:14][N:13]=1)[CH3:11].[B-](F)(F)(F)F.CCOC(C(C#N)=NOC(N(C)C)=[N+](C)C)=O.[C:53]([OH:59])([C:55]([F:58])([F:57])[F:56])=[O:54], predict the reaction product. The product is: [N:1]12[CH2:8][CH2:7][CH:4]([CH2:5][CH2:6]1)[CH:3]([NH:9][C:21]([C:19]1[C:20]3[C:12]([CH2:10][CH3:11])=[N:13][NH:14][C:15]=3[N:16]=[C:17]([C:24]3[CH:25]=[CH:26][C:27]([OH:30])=[CH:28][CH:29]=3)[CH:18]=1)=[O:22])[CH2:2]2.[C:53]([OH:59])([C:55]([F:58])([F:57])[F:56])=[O:54].